This data is from Full USPTO retrosynthesis dataset with 1.9M reactions from patents (1976-2016). The task is: Predict the reactants needed to synthesize the given product. Given the product [C:26]1([NH:25][C:24](=[O:35])[CH2:19][CH3:18])[CH:31]=[CH:30][CH:29]=[CH:28][CH:27]=1, predict the reactants needed to synthesize it. The reactants are: C(N(C(C)C)C(C)C)C.C(N1CCCO[CH:19]([CH2:24][NH:25][C:26]2[CH:31]=[CH:30][CH:29]=[CH:28][CH:27]=2)[CH2:18]1)C1C=CC=CC=1.C(Cl)(=[O:35])CC.[OH-].[Na+].